Regression. Given a peptide amino acid sequence and an MHC pseudo amino acid sequence, predict their binding affinity value. This is MHC class I binding data. From a dataset of Peptide-MHC class I binding affinity with 185,985 pairs from IEDB/IMGT. (1) The peptide sequence is LLSCISVPV. The MHC is HLA-A68:02 with pseudo-sequence HLA-A68:02. The binding affinity (normalized) is 0.748. (2) The peptide sequence is TIHLATAPK. The MHC is HLA-A02:06 with pseudo-sequence HLA-A02:06. The binding affinity (normalized) is 0.412. (3) The peptide sequence is DAAASSLLY. The MHC is HLA-A33:01 with pseudo-sequence HLA-A33:01. The binding affinity (normalized) is 0.000661. (4) The peptide sequence is VERLKHGTFG. The MHC is HLA-B45:01 with pseudo-sequence HLA-B45:01. The binding affinity (normalized) is 0. (5) The peptide sequence is EVADRVIFM. The MHC is HLA-A02:03 with pseudo-sequence HLA-A02:03. The binding affinity (normalized) is 0.0847. (6) The peptide sequence is HLPRELIFQV. The MHC is Mamu-A01 with pseudo-sequence Mamu-A01. The binding affinity (normalized) is 0.834. (7) The peptide sequence is REAVESCPLM. The MHC is HLA-B45:01 with pseudo-sequence HLA-B45:01. The binding affinity (normalized) is 0.168. (8) The peptide sequence is GPKLKQWPL. The MHC is Mamu-A2601 with pseudo-sequence Mamu-A2601. The binding affinity (normalized) is 0.655. (9) The peptide sequence is LTPIFSDLLK. The MHC is HLA-A31:01 with pseudo-sequence HLA-A31:01. The binding affinity (normalized) is 0.231.